From a dataset of Full USPTO retrosynthesis dataset with 1.9M reactions from patents (1976-2016). Predict the reactants needed to synthesize the given product. (1) Given the product [Cl:1][C:2]1[CH:3]=[CH:4][C:5]([S:8][C:9]2[NH:13][CH:12]=[N:11][C:10]=2[C:14]2[CH:19]=[CH:18][C:17]([C@H:20]3[CH2:22][C@@H:21]3[C:23]([N:42]([CH3:43])[CH3:41])=[O:24])=[CH:16][CH:15]=2)=[N:6][CH:7]=1, predict the reactants needed to synthesize it. The reactants are: [Cl:1][C:2]1[CH:3]=[CH:4][C:5]([S:8][C:9]2[NH:13][CH:12]=[N:11][C:10]=2[C:14]2[CH:19]=[CH:18][C:17]([C@H:20]3[CH2:22][C@@H:21]3[C:23](O)=[O:24])=[CH:16][CH:15]=2)=[N:6][CH:7]=1.C1C=CC2N(O)N=NC=2C=1.C(Cl)CCl.C[CH2:41][N:42](C(C)C)[CH:43](C)C.CNC. (2) The reactants are: [CH3:1][C:2]([CH3:34])([CH2:27][N:28]1[CH2:33][CH2:32][O:31][CH2:30][CH2:29]1)[CH2:3][NH:4][C:5]1[CH:10]=[CH:9][C:8]([CH2:11][S:12]([CH3:15])(=[O:14])=[O:13])=[CH:7][C:6]=1[C:16]1[C:17]2[CH:26]=[CH:25][NH:24][C:18]=2[C:19](=[O:23])[N:20]([CH3:22])[CH:21]=1.C=O.[C:37](=O)(O)[O-].[Na+].C(OCC)(=O)C. Given the product [CH3:1][C:2]([CH3:34])([CH2:27][N:28]1[CH2:33][CH2:32][O:31][CH2:30][CH2:29]1)[CH2:3][N:4]1[CH2:37][C:26]2[C:17]3=[C:18]([C:19](=[O:23])[N:20]([CH3:22])[CH:21]=[C:16]3[C:6]3[CH:7]=[C:8]([CH2:11][S:12]([CH3:15])(=[O:14])=[O:13])[CH:9]=[CH:10][C:5]1=3)[NH:24][CH:25]=2, predict the reactants needed to synthesize it. (3) Given the product [N:51]([CH2:6][C@@H:7]1[C@@H:24]([C@@:25]2([CH3:48])[CH2:30][CH2:29][C@H:28]([O:31][Si:32]([C:35]([CH3:36])([CH3:37])[CH3:38])([CH3:33])[CH3:34])[CH2:27][C@@H:26]2[CH2:39][O:40][Si:41]([C:44]([CH3:47])([CH3:46])[CH3:45])([CH3:43])[CH3:42])[CH2:23][CH2:22][C@@:21]2([CH3:49])[C@H:8]1[CH2:9][C@H:10]1[C@@H:20]2[C@H:19]([CH3:50])[C@@:12]2([CH2:17][CH2:16][C@@H:15]([CH3:18])[CH2:14][O:13]2)[O:11]1)=[N+:52]=[N-:53], predict the reactants needed to synthesize it. The reactants are: CS(O[CH2:6][C@@H:7]1[C@@H:24]([C@@:25]2([CH3:48])[CH2:30][CH2:29][C@H:28]([O:31][Si:32]([C:35]([CH3:38])([CH3:37])[CH3:36])([CH3:34])[CH3:33])[CH2:27][C@@H:26]2[CH2:39][O:40][Si:41]([C:44]([CH3:47])([CH3:46])[CH3:45])([CH3:43])[CH3:42])[CH2:23][CH2:22][C@@:21]2([CH3:49])[C@H:8]1[CH2:9][C@H:10]1[C@@H:20]2[C@H:19]([CH3:50])[C@@:12]2([CH2:17][CH2:16][C@@H:15]([CH3:18])[CH2:14][O:13]2)[O:11]1)(=O)=O.[N-:51]=[N+:52]=[N-:53].[Na+].